This data is from Full USPTO retrosynthesis dataset with 1.9M reactions from patents (1976-2016). The task is: Predict the reactants needed to synthesize the given product. (1) Given the product [CH3:1][N:2]1[C:10]2[C:5](=[CH:6][CH:7]=[CH:8][C:9]=2[CH3:11])[C:4]([CH2:12][NH:16][CH3:15])=[CH:3]1, predict the reactants needed to synthesize it. The reactants are: [CH3:1][N:2]1[C:10]2[C:5](=[CH:6][CH:7]=[CH:8][C:9]=2[CH3:11])[C:4]([C:12]([O-])=O)=[CH:3]1.[CH3:15][N:16]1C2C(=CC=CC=2)C(C)=C1C([O-])=O. (2) The reactants are: Br[C:2]1[CH:3]=[C:4]([CH:17]=[C:18]([C:20]2[CH:25]=[CH:24][C:23]([CH3:26])=[CH:22][N:21]=2)[CH:19]=1)[C:5]([NH:7][C@@H:8]([C:10]1[CH:11]=[N:12][C:13]([CH3:16])=[N:14][CH:15]=1)[CH3:9])=[O:6].[C:27]([C:29]1[CH:34]=[CH:33][CH:32]=[CH:31][C:30]=1B(O)O)#[N:28].C(=O)([O-])[O-].[Cs+].[Cs+].O.CN(C)C=O. Given the product [CH3:16][C:13]1[N:12]=[CH:11][C:10]([C@H:8]([NH:7][C:5]([C:4]2[CH:3]=[C:2]([C:30]3[CH:31]=[CH:32][CH:33]=[CH:34][C:29]=3[C:27]#[N:28])[CH:19]=[C:18]([C:20]3[CH:25]=[CH:24][C:23]([CH3:26])=[CH:22][N:21]=3)[CH:17]=2)=[O:6])[CH3:9])=[CH:15][N:14]=1, predict the reactants needed to synthesize it. (3) Given the product [CH3:31][O:30][C:28]([C:8]1[S:7][C:6]([C:3]([CH2:4][CH3:5])([C:12]2[CH:25]=[CH:24][C:15]([O:16][CH2:17][C:18]([CH2:21][CH3:22])([OH:23])[CH2:19][CH3:20])=[C:14]([CH3:26])[CH:13]=2)[CH2:1][CH3:2])=[CH:10][C:9]=1[CH3:11])=[O:29], predict the reactants needed to synthesize it. The reactants are: [CH2:1]([C:3]([C:12]1[CH:25]=[CH:24][C:15]([O:16][CH2:17][C:18]([OH:23])([CH2:21][CH3:22])[CH2:19][CH3:20])=[C:14]([CH3:26])[CH:13]=1)([C:6]1[S:7][CH:8]=[C:9]([CH3:11])[CH:10]=1)[CH2:4][CH3:5])[CH3:2].Cl[C:28]([O:30][CH3:31])=[O:29].